This data is from Catalyst prediction with 721,799 reactions and 888 catalyst types from USPTO. The task is: Predict which catalyst facilitates the given reaction. (1) Reactant: [CH:1](=O)[C:2]1[CH:7]=[CH:6][CH:5]=[CH:4][CH:3]=1.Br[CH2:10][CH:11]=[CH:12][C:13]1[CH:18]=[CH:17][CH:16]=[CH:15][CH:14]=1.C1([SiH2]C2C=CC=CC=2)C=CC=CC=1.CCN(C(C)C)C(C)C. Product: [C:2]1(/[CH:1]=[CH:10]/[CH:11]=[CH:12][C:13]2[CH:18]=[CH:17][CH:16]=[CH:15][CH:14]=2)[CH:7]=[CH:6][CH:5]=[CH:4][CH:3]=1. The catalyst class is: 11. (2) Reactant: [CH3:1][S:2][C:3]1[CH:18]=[CH:17][C:6]([O:7][C:8]2[N:16]=[CH:15][CH:14]=[CH:13][C:9]=2[C:10]([OH:12])=O)=[CH:5][CH:4]=1.C(N(CC)CC)C.Cl.[NH2:27][C@@H:28]1[CH2:33][CH2:32][C@H:31]([OH:34])[CH2:30][CH2:29]1.Cl.CN(C)CCCN=C=NCC.ON1C2C=CC=CC=2N=N1. Product: [NH3:16].[OH:34][C@@H:31]1[CH2:32][CH2:33][C@H:28]([NH:27][C:10](=[O:12])[C:9]2[CH:13]=[CH:14][CH:15]=[N:16][C:8]=2[O:7][C:6]2[CH:5]=[CH:4][C:3]([S:2][CH3:1])=[CH:18][CH:17]=2)[CH2:29][CH2:30]1. The catalyst class is: 9.